From a dataset of NCI-60 drug combinations with 297,098 pairs across 59 cell lines. Regression. Given two drug SMILES strings and cell line genomic features, predict the synergy score measuring deviation from expected non-interaction effect. (1) Drug 1: C1CC(=O)NC(=O)C1N2CC3=C(C2=O)C=CC=C3N. Drug 2: CC1CCC2CC(C(=CC=CC=CC(CC(C(=O)C(C(C(=CC(C(=O)CC(OC(=O)C3CCCCN3C(=O)C(=O)C1(O2)O)C(C)CC4CCC(C(C4)OC)O)C)C)O)OC)C)C)C)OC. Cell line: TK-10. Synergy scores: CSS=17.9, Synergy_ZIP=-3.33, Synergy_Bliss=-0.943, Synergy_Loewe=-21.0, Synergy_HSA=-0.392. (2) Drug 1: CC1=C(C(=CC=C1)Cl)NC(=O)C2=CN=C(S2)NC3=CC(=NC(=N3)C)N4CCN(CC4)CCO. Drug 2: CCN(CC)CCCC(C)NC1=C2C=C(C=CC2=NC3=C1C=CC(=C3)Cl)OC. Cell line: MALME-3M. Synergy scores: CSS=22.7, Synergy_ZIP=-0.616, Synergy_Bliss=1.86, Synergy_Loewe=3.57, Synergy_HSA=4.64.